From a dataset of Full USPTO retrosynthesis dataset with 1.9M reactions from patents (1976-2016). Predict the reactants needed to synthesize the given product. (1) The reactants are: [Mg].[CH2:2](Cl)[C:3]([C:6]1[CH:11]=[CH:10][CH:9]=[CH:8][CH:7]=1)([CH3:5])[CH3:4].BrCCBr.Cl.[C:18](=[O:20])=[O:19]. Given the product [CH3:4][C:3]([C:6]1[CH:11]=[CH:10][CH:9]=[CH:8][CH:7]=1)([CH3:5])[CH2:2][C:18]([OH:20])=[O:19], predict the reactants needed to synthesize it. (2) The reactants are: [OH:1][C:2]1([C:14]([O:16]C)=[O:15])[C:11]2[C:6](=[C:7]([O:12][CH3:13])[CH:8]=[CH:9][CH:10]=2)[CH2:5][CH2:4][CH2:3]1.O[Li].O. Given the product [OH:1][C:2]1([C:14]([OH:16])=[O:15])[C:11]2[C:6](=[C:7]([O:12][CH3:13])[CH:8]=[CH:9][CH:10]=2)[CH2:5][CH2:4][CH2:3]1, predict the reactants needed to synthesize it. (3) Given the product [CH3:13][O:14][C:15]1[CH:16]=[C:17]2[C:18](=[CH:19][CH:20]=1)[NH:21][C:1]1[C:10]3[CH:9]=[CH:8][CH:7]=[CH:6][C:5]=3[CH2:4][CH2:3][C:2]2=1, predict the reactants needed to synthesize it. The reactants are: [C:1]1(=O)[C:10]2[C:5](=[CH:6][CH:7]=[CH:8][CH:9]=2)[CH2:4][CH2:3][CH2:2]1.Cl.[CH3:13][O:14][C:15]1[CH:20]=[CH:19][C:18]([NH:21]N)=[CH:17][CH:16]=1.